The task is: Regression. Given two drug SMILES strings and cell line genomic features, predict the synergy score measuring deviation from expected non-interaction effect.. This data is from NCI-60 drug combinations with 297,098 pairs across 59 cell lines. (1) Drug 1: C1=C(C(=O)NC(=O)N1)F. Drug 2: CC(C)(C1=NC(=CC=C1)N2C3=NC(=NC=C3C(=O)N2CC=C)NC4=CC=C(C=C4)N5CCN(CC5)C)O. Cell line: HT29. Synergy scores: CSS=67.1, Synergy_ZIP=7.91, Synergy_Bliss=8.44, Synergy_Loewe=3.24, Synergy_HSA=12.0. (2) Drug 1: CS(=O)(=O)C1=CC(=C(C=C1)C(=O)NC2=CC(=C(C=C2)Cl)C3=CC=CC=N3)Cl. Drug 2: CC1=C(C=C(C=C1)NC2=NC=CC(=N2)N(C)C3=CC4=NN(C(=C4C=C3)C)C)S(=O)(=O)N.Cl. Cell line: SNB-75. Synergy scores: CSS=7.25, Synergy_ZIP=2.06, Synergy_Bliss=9.02, Synergy_Loewe=5.96, Synergy_HSA=6.90. (3) Drug 1: CC12CCC3C(C1CCC2=O)CC(=C)C4=CC(=O)C=CC34C. Drug 2: C1=CC(=CC=C1CCC2=CNC3=C2C(=O)NC(=N3)N)C(=O)NC(CCC(=O)O)C(=O)O. Cell line: SR. Synergy scores: CSS=66.9, Synergy_ZIP=3.86, Synergy_Bliss=1.65, Synergy_Loewe=1.88, Synergy_HSA=2.38. (4) Drug 1: CC1=C(C=C(C=C1)NC2=NC=CC(=N2)N(C)C3=CC4=NN(C(=C4C=C3)C)C)S(=O)(=O)N.Cl. Drug 2: CN(C)C1=NC(=NC(=N1)N(C)C)N(C)C. Cell line: HT29. Synergy scores: CSS=-13.0, Synergy_ZIP=4.23, Synergy_Bliss=0.709, Synergy_Loewe=-6.27, Synergy_HSA=-5.61. (5) Drug 1: CN1C(=O)N2C=NC(=C2N=N1)C(=O)N. Drug 2: C1=NC2=C(N1)C(=S)N=CN2. Cell line: NCI-H460. Synergy scores: CSS=12.8, Synergy_ZIP=-5.26, Synergy_Bliss=-1.85, Synergy_Loewe=-14.5, Synergy_HSA=-1.38. (6) Drug 1: C1CCC(CC1)NC(=O)N(CCCl)N=O. Drug 2: CC1CCCC2(C(O2)CC(NC(=O)CC(C(C(=O)C(C1O)C)(C)C)O)C(=CC3=CSC(=N3)C)C)C. Cell line: OVCAR-8. Synergy scores: CSS=11.9, Synergy_ZIP=-3.36, Synergy_Bliss=7.86, Synergy_Loewe=5.36, Synergy_HSA=5.95. (7) Drug 1: C1=CC(=CC=C1C#N)C(C2=CC=C(C=C2)C#N)N3C=NC=N3. Drug 2: C(CCl)NC(=O)N(CCCl)N=O. Cell line: SK-MEL-2. Synergy scores: CSS=28.4, Synergy_ZIP=-2.68, Synergy_Bliss=0.429, Synergy_Loewe=3.34, Synergy_HSA=3.94. (8) Drug 1: C1CCC(CC1)NC(=O)N(CCCl)N=O. Drug 2: CCCCC(=O)OCC(=O)C1(CC(C2=C(C1)C(=C3C(=C2O)C(=O)C4=C(C3=O)C=CC=C4OC)O)OC5CC(C(C(O5)C)O)NC(=O)C(F)(F)F)O. Cell line: HCT116. Synergy scores: CSS=17.8, Synergy_ZIP=-6.22, Synergy_Bliss=-5.98, Synergy_Loewe=-2.78, Synergy_HSA=-2.94. (9) Drug 1: CCCS(=O)(=O)NC1=C(C(=C(C=C1)F)C(=O)C2=CNC3=C2C=C(C=N3)C4=CC=C(C=C4)Cl)F. Drug 2: CCCCC(=O)OCC(=O)C1(CC(C2=C(C1)C(=C3C(=C2O)C(=O)C4=C(C3=O)C=CC=C4OC)O)OC5CC(C(C(O5)C)O)NC(=O)C(F)(F)F)O. Cell line: NCI-H226. Synergy scores: CSS=8.07, Synergy_ZIP=6.85, Synergy_Bliss=2.95, Synergy_Loewe=1.77, Synergy_HSA=1.11.